Dataset: HIV replication inhibition screening data with 41,000+ compounds from the AIDS Antiviral Screen. Task: Binary Classification. Given a drug SMILES string, predict its activity (active/inactive) in a high-throughput screening assay against a specified biological target. The molecule is COc1ccc2c(c1)nc(O)c1c3ccccc3[nH]c21. The result is 0 (inactive).